Dataset: Full USPTO retrosynthesis dataset with 1.9M reactions from patents (1976-2016). Task: Predict the reactants needed to synthesize the given product. (1) Given the product [Cl:20][C:21]1[C:26]([C:16]2[CH:15]=[CH:14][C:13]([O:12][CH2:11][C:8]3[S:9][CH:10]=[C:6]([C:4]([OH:3])=[O:5])[N:7]=3)=[CH:18][CH:17]=2)=[CH:25][CH:24]=[CH:23][N:22]=1, predict the reactants needed to synthesize it. The reactants are: C([O:3][C:4]([C:6]1[N:7]=[C:8]([CH2:11][O:12][C:13]2[CH:18]=[CH:17][C:16](I)=[CH:15][CH:14]=2)[S:9][CH:10]=1)=[O:5])C.[Cl:20][C:21]1[C:26](B(O)O)=[CH:25][CH:24]=[CH:23][N:22]=1. (2) Given the product [CH3:1][C:2]1[CH:9]=[C:6]([C:10](=[O:13])[CH3:16])[CH:5]=[N:4][CH:3]=1, predict the reactants needed to synthesize it. The reactants are: [CH3:1][C:2]1[CH:3]=[N:4][CH:5]=[C:6]([CH:9]=1)C#N.[C:10]([O-:13])([O-])=O.[Na+].[Na+].[CH2:16]1COCC1. (3) Given the product [N+:17]([C:13]1[CH:12]=[C:11]([C:9]2[CH:8]=[CH:7][C:3]([C:4]([NH2:6])=[O:5])=[C:2]([C:26]3[CH:31]=[CH:30][C:29]([O:23][C:20]4[CH:9]=[CH:8][CH:7]=[CH:3][CH:2]=4)=[CH:28][CH:27]=3)[N:10]=2)[CH:16]=[CH:15][CH:14]=1)([O-:19])=[O:18], predict the reactants needed to synthesize it. The reactants are: Cl[C:2]1[N:10]=[C:9]([C:11]2[CH:16]=[CH:15][CH:14]=[C:13]([N+:17]([O-:19])=[O:18])[CH:12]=2)[CH:8]=[CH:7][C:3]=1[C:4]([NH2:6])=[O:5].[C:20]([O-:23])([O-])=O.[Cs+].[Cs+].[C:26]1([C:26]2[CH:31]=[CH:30][CH:29]=[CH:28][CH:27]=2)[CH:31]=[CH:30][C:29](B(O)O)=[CH:28][CH:27]=1. (4) Given the product [CH2:15]([O:14][C:10](=[O:13])[CH:11]=[CH:12][C:2]1[CH:9]=[CH:8][C:5]([C:6]#[N:7])=[CH:4][CH:3]=1)[CH3:16], predict the reactants needed to synthesize it. The reactants are: Br[C:2]1[CH:9]=[CH:8][C:5]([C:6]#[N:7])=[CH:4][CH:3]=1.[C:10]([O:14][CH2:15][CH3:16])(=[O:13])[CH:11]=[CH2:12].C(N(CC)CC)C. (5) Given the product [CH3:40][O:41][C:42](=[O:53])[C@H:43]([CH2:45][C:46]1[CH:47]=[CH:48][C:49]([OH:52])=[CH:50][CH:51]=1)[NH:44][C:1](=[O:22])[CH2:2][CH2:3][CH2:4]/[CH:5]=[CH:6]\[CH2:7]/[CH:8]=[CH:9]\[CH2:10]/[CH:11]=[CH:12]\[CH2:13]/[CH:14]=[CH:15]\[CH2:16][CH2:17][CH2:18][CH2:19][CH3:20], predict the reactants needed to synthesize it. The reactants are: [C:1]([OH:22])(=O)[CH2:2][CH2:3][CH2:4]/[CH:5]=[CH:6]\[CH2:7]/[CH:8]=[CH:9]\[CH2:10]/[CH:11]=[CH:12]\[CH2:13]/[CH:14]=[CH:15]\[CH2:16][CH2:17][CH2:18][CH2:19][CH3:20].ClC(OCCCC)=O.Cl.C(N(CC)CC)C.Cl.[CH3:40][O:41][C:42](=[O:53])[C@H:43]([CH2:45][C:46]1[CH:51]=[CH:50][C:49]([OH:52])=[CH:48][CH:47]=1)[NH2:44].Cl. (6) Given the product [CH2:17]([O:12][C:13]([C:2]1[C:7]([N+:8]([O-:10])=[O:9])=[CH:6][CH:5]=[CH:4][C:3]=1[F:11])=[CH2:14])[CH3:16], predict the reactants needed to synthesize it. The reactants are: Br[C:2]1[C:7]([N+:8]([O-:10])=[O:9])=[CH:6][CH:5]=[CH:4][C:3]=1[F:11].[O:12]1[CH2:17][CH2:16]O[CH2:14][CH2:13]1.C([Sn](CCCC)(CCCC)C(OCC)=C)CCC.[F-].[K+]. (7) Given the product [Cl:1][C:2]1[CH:3]=[C:4]([N:10]2[C:14]([CH3:15])=[C:13]([O:16][C:17]3[CH:25]=[CH:24][C:20]([C:21]([NH:34][CH2:33][C:28]4[CH:29]=[CH:30][CH:31]=[CH:32][N:27]=4)=[O:22])=[CH:19][CH:18]=3)[C:12]([CH3:26])=[N:11]2)[CH:5]=[CH:6][C:7]=1[C:8]#[N:9], predict the reactants needed to synthesize it. The reactants are: [Cl:1][C:2]1[CH:3]=[C:4]([N:10]2[C:14]([CH3:15])=[C:13]([O:16][C:17]3[CH:25]=[CH:24][C:20]([C:21](O)=[O:22])=[CH:19][CH:18]=3)[C:12]([CH3:26])=[N:11]2)[CH:5]=[CH:6][C:7]=1[C:8]#[N:9].[N:27]1[CH:32]=[CH:31][CH:30]=[CH:29][C:28]=1[CH2:33][NH2:34].